Dataset: Forward reaction prediction with 1.9M reactions from USPTO patents (1976-2016). Task: Predict the product of the given reaction. (1) Given the reactants [H-].[Na+].C(OP([CH2:11][C:12]([N:14]1[CH:18]=[CH:17][CH:16]=[CH:15]1)=[O:13])(OCC)=O)C.[Cl:19][C:20]1[CH:21]=[C:22]([C:27](=O)[C:28]([F:31])([F:30])[F:29])[CH:23]=[C:24]([Cl:26])[CH:25]=1, predict the reaction product. The product is: [Cl:19][C:20]1[CH:21]=[C:22](/[C:27](/[C:28]([F:31])([F:29])[F:30])=[CH:11]\[C:12]([N:14]2[CH:15]=[CH:16][CH:17]=[CH:18]2)=[O:13])[CH:23]=[C:24]([Cl:26])[CH:25]=1. (2) Given the reactants [CH:1]1([CH2:4][O:5][NH:6][C:7]([C:9]2[C:24]([NH:25][C:26]3[CH:31]=[CH:30][C:29]([Br:32])=[CH:28][C:27]=3[CH3:33])=[C:23]([F:34])[C:12]3[N:13]=[CH:14][N:15]([CH2:16][CH2:17][CH2:18][CH:19]([OH:22])CO)[C:11]=3[CH:10]=2)=[O:8])[CH2:3][CH2:2]1.C1COCC1.P([O-])([O-])([O-])=O.I([O-])(=O)(=O)=O.[Na+], predict the reaction product. The product is: [CH:1]1([CH2:4][O:5][NH:6][C:7]([C:9]2[C:24]([NH:25][C:26]3[CH:31]=[CH:30][C:29]([Br:32])=[CH:28][C:27]=3[CH3:33])=[C:23]([F:34])[C:12]3[N:13]=[CH:14][N:15]([CH2:16][CH2:17][CH2:18][CH:19]=[O:22])[C:11]=3[CH:10]=2)=[O:8])[CH2:3][CH2:2]1.